This data is from Catalyst prediction with 721,799 reactions and 888 catalyst types from USPTO. The task is: Predict which catalyst facilitates the given reaction. (1) Reactant: [Cl:1][C:2]1[CH:10]=[C:9]2[C:5]([C:6]([CH2:18][C:19]3[CH:24]=[CH:23][CH:22]=[C:21]([Cl:25])[CH:20]=3)([CH:12]3[CH2:17][CH2:16][CH2:15][NH:14][CH2:13]3)[C:7](=[O:11])[NH:8]2)=[CH:4][CH:3]=1.C(N(CC)CC)C.[CH3:33][O:34][C:35](=[O:45])[C:36]1[CH:41]=[CH:40][CH:39]=[C:38]([N:42]=[C:43]=[O:44])[CH:37]=1. Product: [CH3:33][O:34][C:35](=[O:45])[C:36]1[CH:41]=[CH:40][CH:39]=[C:38]([NH:42][C:43]([N:14]2[CH2:15][CH2:16][CH2:17][CH:12]([C:6]3([CH2:18][C:19]4[CH:24]=[CH:23][CH:22]=[C:21]([Cl:25])[CH:20]=4)[C:5]4[C:9](=[CH:10][C:2]([Cl:1])=[CH:3][CH:4]=4)[NH:8][C:7]3=[O:11])[CH2:13]2)=[O:44])[CH:37]=1. The catalyst class is: 4. (2) Reactant: [CH3:1][O:2][CH2:3][CH:4]([CH2:35][O:36][CH3:37])[O:5][C:6]1[CH:7]=[C:8]([O:24][C:25]2[CH:30]=[CH:29][C:28]([S:31]([CH3:34])(=[O:33])=[O:32])=[CH:27][N:26]=2)[CH:9]=[C:10]2[C:14]=1[NH:13][C:12]([C:15]1[S:16][CH:17]([CH2:20][C:21](O)=[O:22])[CH2:18][N:19]=1)=[CH:11]2.Cl.[CH2:39]([N:41]=C=NCCCN(C)C)C.ON1C2C=CC=CC=2N=N1.[Cl-].C[NH3+]. Product: [CH3:37][O:36][CH2:35][CH:4]([CH2:3][O:2][CH3:1])[O:5][C:6]1[CH:7]=[C:8]([O:24][C:25]2[CH:30]=[CH:29][C:28]([S:31]([CH3:34])(=[O:33])=[O:32])=[CH:27][N:26]=2)[CH:9]=[C:10]2[C:14]=1[NH:13][C:12]([C:15]1[S:16][CH:17]([CH2:20][C:21]([NH:41][CH3:39])=[O:22])[CH2:18][N:19]=1)=[CH:11]2. The catalyst class is: 289. (3) Reactant: [O:1]1[CH2:6][CH2:5][N:4]([C:7]2[CH:12]=[CH:11][C:10]([CH2:13][CH2:14]O)=[CH:9][CH:8]=2)[CH2:3][CH2:2]1.C1(P(C2C=CC=CC=2)C2C=CC=CC=2)C=CC=CC=1.[CH3:35][C@@:36]1([C:52]([F:55])([F:54])[F:53])[CH2:51][N:39]2[C:40](=[O:50])[CH:41]=[C:42]([N:44]3[CH2:49][CH2:48][O:47][CH2:46][CH2:45]3)[N:43]=[C:38]2[NH:37]1.N(C(OCC)=O)=NC(OCC)=O. Product: [CH3:35][C@@:36]1([C:52]([F:55])([F:53])[F:54])[CH2:51][N:39]2[C:40](=[O:50])[CH:41]=[C:42]([N:44]3[CH2:45][CH2:46][O:47][CH2:48][CH2:49]3)[N:43]=[C:38]2[N:37]1[CH2:14][CH2:13][C:10]1[CH:9]=[CH:8][C:7]([N:4]2[CH2:3][CH2:2][O:1][CH2:6][CH2:5]2)=[CH:12][CH:11]=1. The catalyst class is: 7. (4) Reactant: CS(C)=O.C(Cl)(=O)C(Cl)=O.[C:11]([O:14][CH2:15][C@H:16]1[CH2:21][C@@H:20]([O:22][C:23](=[O:25])[CH3:24])[CH2:19][CH2:18][C@@:17]1([C@H:27]1[CH2:35][CH2:34][C@@:33]2([CH3:36])[C@@H:29]([CH2:30][CH2:31][C:32]2=[CH2:37])[C@@H:28]1[CH2:38][OH:39])[CH3:26])(=[O:13])[CH3:12].CCN(CC)CC. Product: [C:11]([O:14][CH2:15][C@H:16]1[CH2:21][C@@H:20]([O:22][C:23](=[O:25])[CH3:24])[CH2:19][CH2:18][C@@:17]1([C@H:27]1[CH2:35][CH2:34][C@@:33]2([CH3:36])[C@@H:29]([CH2:30][CH2:31][C:32]2=[CH2:37])[C@@H:28]1[CH:38]=[O:39])[CH3:26])(=[O:13])[CH3:12]. The catalyst class is: 781. (5) Reactant: [CH2:1]([O:8][C:9]([N:11]1[CH2:20][CH2:19][C:18]2[C:13](=[CH:14][CH:15]=[CH:16][CH:17]=2)[CH:12]1[C:21]1[CH:26]=[C:25]([Cl:27])[CH:24]=[CH:23][C:22]=1[OH:28])=[O:10])[C:2]1[CH:7]=[CH:6][CH:5]=[CH:4][CH:3]=1.C[O:30][C:31](=[O:45])[C@@H:32](OS(C1C=CC(C)=CC=1)(=O)=O)[CH3:33].C(=O)([O-])[O-].[K+].[K+]. The catalyst class is: 23. Product: [CH2:1]([O:8][C:9]([N:11]1[CH2:20][CH2:19][C:18]2[C:13](=[CH:14][CH:15]=[CH:16][CH:17]=2)[CH:12]1[C:21]1[CH:26]=[C:25]([Cl:27])[CH:24]=[CH:23][C:22]=1[O:28][C@@H:32]([C:31]([OH:45])=[O:30])[CH3:33])=[O:10])[C:2]1[CH:7]=[CH:6][CH:5]=[CH:4][CH:3]=1. (6) Reactant: [Cl:1][C:2]1[CH:7]=[CH:6][CH:5]=[C:4]([Cl:8])[C:3]=1[C:9]1[O:10][C:11]2[C:12](=[C:14]([C:18](O)=[O:19])[CH:15]=[CH:16][CH:17]=2)[N:13]=1.Cl.Cl.[NH2:23][CH:24]1[CH2:31][CH:30]2[N:32]([CH3:33])[CH:26]([CH2:27][CH2:28][CH2:29]2)[CH2:25]1.Cl.C(N=C=NCCCN(C)C)C.ON1C2C=CC=CC=2N=N1.C(N(CC)CC)C. Product: [CH3:33][N:32]1[CH:26]2[CH2:27][CH2:28][CH2:29][CH:30]1[CH2:31][CH:24]([NH:23][C:18]([C:14]1[CH:15]=[CH:16][CH:17]=[C:11]3[O:10][C:9]([C:3]4[C:4]([Cl:8])=[CH:5][CH:6]=[CH:7][C:2]=4[Cl:1])=[N:13][C:12]=13)=[O:19])[CH2:25]2. The catalyst class is: 174.